Task: Predict the product of the given reaction.. Dataset: Forward reaction prediction with 1.9M reactions from USPTO patents (1976-2016) (1) Given the reactants C1CCCCC=1.CSC.[BH3:10].[CH2:11]([C@@H:16]1[CH2:18][C@H:17]1[O:19][C:20]([O:22][N:23]1[C:27](=[O:28])[CH2:26][CH2:25][C:24]1=[O:29])=[O:21])[CH2:12][CH2:13][C:14]#[CH:15].[B]1[O:34][C:33]([CH3:36])([CH3:35])[C:32]([CH3:38])([CH3:37])[O:31]1, predict the reaction product. The product is: [CH3:37][C:32]1([CH3:38])[C:33]([CH3:36])([CH3:35])[O:34][B:10](/[CH:15]=[CH:14]/[CH2:13][CH2:12][CH2:11][C@@H:16]2[CH2:18][C@H:17]2[O:19][C:20]([O:22][N:23]2[C:27](=[O:28])[CH2:26][CH2:25][C:24]2=[O:29])=[O:21])[O:31]1. (2) Given the reactants [CH3:1][N:2]([CH3:31])[CH2:3][CH2:4][N:5]1[C:9]2=[CH:10][CH:11]=[C:12]3[C:17]([N:16]=[C:15]([C:18]4[CH:24]=[CH:23][C:21]([NH2:22])=[CH:20][CH:19]=4)[N:14]=[C:13]3[N:25]3[CH2:30][CH2:29][O:28][CH2:27][CH2:26]3)=[C:8]2[CH:7]=[CH:6]1.[C:32](Cl)(=[O:34])[CH3:33], predict the reaction product. The product is: [CH3:1][N:2]([CH3:31])[CH2:3][CH2:4][N:5]1[C:9]2=[CH:10][CH:11]=[C:12]3[C:17]([N:16]=[C:15]([C:18]4[CH:19]=[CH:20][C:21]([NH:22][C:32](=[O:34])[CH3:33])=[CH:23][CH:24]=4)[N:14]=[C:13]3[N:25]3[CH2:30][CH2:29][O:28][CH2:27][CH2:26]3)=[C:8]2[CH:7]=[CH:6]1. (3) The product is: [Cl:1][C:2]1[CH:28]=[CH:27][CH:26]=[C:25]([Cl:29])[C:3]=1[C:4]([NH:6][C@H:7]([C:21]([O:23][CH3:24])=[O:22])[CH2:8][C:9]1[CH:10]=[CH:11][C:12]([CH:15]2[CH2:20][CH2:19][NH:18][CH2:17][CH2:16]2)=[CH:13][CH:14]=1)=[O:5]. Given the reactants [Cl:1][C:2]1[CH:28]=[CH:27][CH:26]=[C:25]([Cl:29])[C:3]=1[C:4]([NH:6][C@H:7]([C:21]([O:23][CH3:24])=[O:22])[CH2:8][C:9]1[CH:14]=[CH:13][C:12]([C:15]2[CH2:16][CH2:17][NH:18][CH2:19][CH:20]=2)=[CH:11][CH:10]=1)=[O:5], predict the reaction product. (4) The product is: [N:1]([CH2:4][CH2:5][NH:6][S:34]([C:29]1[C:30]2[C:25](=[C:24]([N:23]([CH3:38])[CH3:22])[CH:33]=[CH:32][CH:31]=2)[CH:26]=[CH:27][CH:28]=1)(=[O:36])=[O:35])=[N+:2]=[N-:3]. Given the reactants [N:1]([CH2:4][CH2:5][NH:6]C(=O)CCCCCCCCCCCCC)=[N+:2]=[N-:3].[CH3:22][N:23]([CH3:38])[C:24]1[CH:33]=[CH:32][CH:31]=[C:30]2[C:25]=1[CH:26]=[CH:27][CH:28]=[C:29]2[S:34](Cl)(=[O:36])=[O:35].N(CCN)=[N+]=[N-].C(N(CC)CC)C, predict the reaction product.